This data is from NCI-60 drug combinations with 297,098 pairs across 59 cell lines. The task is: Regression. Given two drug SMILES strings and cell line genomic features, predict the synergy score measuring deviation from expected non-interaction effect. (1) Drug 1: C1=CC(=CC=C1CC(C(=O)O)N)N(CCCl)CCCl.Cl. Drug 2: CCC(=C(C1=CC=CC=C1)C2=CC=C(C=C2)OCCN(C)C)C3=CC=CC=C3.C(C(=O)O)C(CC(=O)O)(C(=O)O)O. Cell line: NCI-H522. Synergy scores: CSS=11.4, Synergy_ZIP=-1.23, Synergy_Bliss=0.00786, Synergy_Loewe=-2.34, Synergy_HSA=-0.0681. (2) Drug 1: C1=C(C(=O)NC(=O)N1)F. Drug 2: C(=O)(N)NO. Synergy scores: CSS=35.5, Synergy_ZIP=-3.94, Synergy_Bliss=-4.81, Synergy_Loewe=-8.22, Synergy_HSA=-1.61. Cell line: OVCAR-8. (3) Drug 1: CCCS(=O)(=O)NC1=C(C(=C(C=C1)F)C(=O)C2=CNC3=C2C=C(C=N3)C4=CC=C(C=C4)Cl)F. Drug 2: CC1=C2C(C(=O)C3(C(CC4C(C3C(C(C2(C)C)(CC1OC(=O)C(C(C5=CC=CC=C5)NC(=O)OC(C)(C)C)O)O)OC(=O)C6=CC=CC=C6)(CO4)OC(=O)C)OC)C)OC. Cell line: NCI-H522. Synergy scores: CSS=37.9, Synergy_ZIP=0.768, Synergy_Bliss=-1.17, Synergy_Loewe=-33.0, Synergy_HSA=-1.24. (4) Drug 1: CC1=C(C=C(C=C1)NC2=NC=CC(=N2)N(C)C3=CC4=NN(C(=C4C=C3)C)C)S(=O)(=O)N.Cl. Drug 2: CC1=C(N=C(N=C1N)C(CC(=O)N)NCC(C(=O)N)N)C(=O)NC(C(C2=CN=CN2)OC3C(C(C(C(O3)CO)O)O)OC4C(C(C(C(O4)CO)O)OC(=O)N)O)C(=O)NC(C)C(C(C)C(=O)NC(C(C)O)C(=O)NCCC5=NC(=CS5)C6=NC(=CS6)C(=O)NCCC[S+](C)C)O. Cell line: RPMI-8226. Synergy scores: CSS=-15.6, Synergy_ZIP=3.40, Synergy_Bliss=-8.92, Synergy_Loewe=-19.5, Synergy_HSA=-16.5. (5) Drug 1: CN(C(=O)NC(C=O)C(C(C(CO)O)O)O)N=O. Drug 2: CC1CCCC2(C(O2)CC(NC(=O)CC(C(C(=O)C(C1O)C)(C)C)O)C(=CC3=CSC(=N3)C)C)C. Cell line: OVCAR-4. Synergy scores: CSS=39.0, Synergy_ZIP=2.08, Synergy_Bliss=1.88, Synergy_Loewe=-28.2, Synergy_HSA=-0.229. (6) Drug 1: CC(C1=C(C=CC(=C1Cl)F)Cl)OC2=C(N=CC(=C2)C3=CN(N=C3)C4CCNCC4)N. Drug 2: CC(C)CN1C=NC2=C1C3=CC=CC=C3N=C2N. Cell line: MOLT-4. Synergy scores: CSS=23.2, Synergy_ZIP=1.60, Synergy_Bliss=-1.56, Synergy_Loewe=-26.5, Synergy_HSA=-3.47.